This data is from Full USPTO retrosynthesis dataset with 1.9M reactions from patents (1976-2016). The task is: Predict the reactants needed to synthesize the given product. (1) Given the product [C:1]([O:5][C:6]([N:8]1[CH2:13][CH2:12][CH2:11][CH2:10][CH:9]1[CH2:14][C:15]([NH:59][NH:58][C:56]([C:52]1[O:51][CH:55]=[CH:54][CH:53]=1)=[O:57])=[O:17])=[O:7])([CH3:2])([CH3:3])[CH3:4], predict the reactants needed to synthesize it. The reactants are: [C:1]([O:5][C:6]([N:8]1[CH2:13][CH2:12][CH2:11][CH2:10][CH:9]1[CH2:14][C:15]([OH:17])=O)=[O:7])([CH3:4])([CH3:3])[CH3:2].F[P-](F)(F)(F)(F)F.N1(OC(N(C)C)=[N+](C)C)C2N=CC=CC=2N=N1.C(N(C(C)C)CC)(C)C.[O:51]1[CH:55]=[CH:54][CH:53]=[C:52]1[C:56]([NH:58][NH2:59])=[O:57]. (2) Given the product [Cl:34][C:35]1[CH:36]=[CH:37][C:38]([CH2:41][C:42]2[C:51]3[C:46](=[CH:47][CH:48]=[CH:49][CH:50]=3)[C:45](=[O:52])[N:44]([CH2:62][C@H:61]3[CH2:64][CH2:65][CH2:66][N:60]3[C:58]([O:57][C:53]([CH3:54])([CH3:56])[CH3:55])=[O:59])[N:43]=2)=[CH:39][CH:40]=1, predict the reactants needed to synthesize it. The reactants are: C1(P(C2C=CC=CC=2)C2C=CC=CC=2)C=CC=CC=1.N(C(OC(C)C)=O)=NC(OC(C)C)=O.[Cl:34][C:35]1[CH:40]=[CH:39][C:38]([CH2:41][C:42]2[C:51]3[C:46](=[CH:47][CH:48]=[CH:49][CH:50]=3)[C:45](=[O:52])[NH:44][N:43]=2)=[CH:37][CH:36]=1.[C:53]([O:57][C:58]([N:60]1[CH2:66][CH2:65][CH2:64][C@@H:61]1[CH2:62]O)=[O:59])([CH3:56])([CH3:55])[CH3:54]. (3) The reactants are: [Br:1][C:2]1[CH:7]=[CH:6][C:5]([N:8]([CH2:17][C:18]2[CH:23]=[CH:22][C:21]([O:24][CH3:25])=[CH:20][CH:19]=2)[CH2:9][CH2:10][CH2:11][CH2:12][C:13]([O:15][CH3:16])=[O:14])=[C:4]([CH:26]=O)[CH:3]=1.CO.C[O-].[Na+].Cl. Given the product [Br:1][C:2]1[CH:7]=[CH:6][C:5]2[N:8]([CH2:17][C:18]3[CH:19]=[CH:20][C:21]([O:24][CH3:25])=[CH:22][CH:23]=3)[CH2:9][CH2:10][CH2:11][C:12]([C:13]([O:15][CH3:16])=[O:14])=[CH:26][C:4]=2[CH:3]=1, predict the reactants needed to synthesize it. (4) The reactants are: OC[C:3]([N:5](C)[C@H:6]([CH3:36])[CH2:7][O:8][C:9]1[CH:18]=[CH:17][CH:16]=[C:15]2[C:10]=1[C:11]([NH:19][C:20]1[CH:21]=[C:22]3[C:26](=[CH:27][CH:28]=1)[N:25]([CH2:29][C:30]1[CH:35]=[CH:34][CH:33]=[CH:32][N:31]=1)[N:24]=[CH:23]3)=[N:12][CH:13]=[N:14]2)=O.FC1C=CC=C2C=1C(NC1C=C3C(=CC=1)N(CC1C=CC=CN=1)N=C3)=NC=N2.CN[C@H](C)CO. Given the product [CH3:3][NH:5][C@H:6]([CH3:36])[CH2:7][O:8][C:9]1[CH:18]=[CH:17][CH:16]=[C:15]2[C:10]=1[C:11]([NH:19][C:20]1[CH:21]=[C:22]3[C:26](=[CH:27][CH:28]=1)[N:25]([CH2:29][C:30]1[CH:35]=[CH:34][CH:33]=[CH:32][N:31]=1)[N:24]=[CH:23]3)=[N:12][CH:13]=[N:14]2, predict the reactants needed to synthesize it. (5) Given the product [CH3:1][N:2]([CH2:13][C:14]1[N:18]([CH2:19][CH2:20][CH2:21][CH:22]2[CH2:27][CH2:26][CH2:25][CH2:24][NH:23]2)[C:17]2[CH:35]=[CH:36][CH:37]=[CH:38][C:16]=2[N:15]=1)[CH:3]1[C:12]2[N:11]=[CH:10][CH:9]=[CH:8][C:7]=2[CH2:6][CH2:5][CH2:4]1, predict the reactants needed to synthesize it. The reactants are: [CH3:1][N:2]([CH2:13][C:14]1[N:18]([CH2:19][CH2:20][CH2:21][CH:22]2[CH2:27][CH2:26][CH2:25][CH2:24][N:23]2C(OC(C)(C)C)=O)[C:17]2[CH:35]=[CH:36][CH:37]=[CH:38][C:16]=2[N:15]=1)[CH:3]1[C:12]2[N:11]=[CH:10][CH:9]=[CH:8][C:7]=2[CH2:6][CH2:5][CH2:4]1.CN(CC1N(CC2CCNCC2)C2C=CC=CC=2N=1)C1C2N=CC=CC=2CCC1. (6) Given the product [C:18]([C:20]1[CH:28]=[CH:27][C:23]([C:24]([NH:12][C:17]2[CH:16]=[CH:15][C:14]([C:5]([OH:7])=[O:6])=[CH:13][C:31]=2[OH:32])=[O:25])=[CH:22][CH:21]=1)#[N:19], predict the reactants needed to synthesize it. The reactants are: NC1C=C(C=CC=1O)[C:5]([OH:7])=[O:6].[N:12]1[CH:17]=[CH:16][CH:15]=[CH:14][CH:13]=1.[C:18]([C:20]1[CH:28]=[CH:27][C:23]([C:24](Cl)=[O:25])=[CH:22][CH:21]=1)#[N:19].C1C[O:32][CH2:31]C1. (7) The reactants are: C([Li])CCC.CCCCCC.[F:12][C:13]1[CH:18]=[CH:17][CH:16]=[CH:15][C:14]=1Br.C1(CO[CH2:25][C:26]2([OH:40])[CH2:32][O:31][CH2:30][CH2:29][N:28]([C:33]([O:35][C:36]([CH3:39])([CH3:38])[CH3:37])=[O:34])[CH2:27]2)CC1.B(F)(F)F.S([O-])(O)(=O)=O.[Na+]. Given the product [F:12][C:13]1[CH:18]=[CH:17][CH:16]=[CH:15][C:14]=1[CH2:25][C:26]1([OH:40])[CH2:32][O:31][CH2:30][CH2:29][N:28]([C:33]([O:35][C:36]([CH3:39])([CH3:38])[CH3:37])=[O:34])[CH2:27]1, predict the reactants needed to synthesize it. (8) Given the product [CH3:8][CH:7]([C:6](=[O:9])[CH:3]1[CH2:4][CH2:5][O:1][CH2:2]1)[CH:10]=[O:11], predict the reactants needed to synthesize it. The reactants are: [O:1]1[CH2:5][CH2:4][CH:3]([C:6](=[O:9])[CH2:7][CH3:8])[CH2:2]1.[CH3:10][O-:11].[Na+]. (9) Given the product [ClH:17].[CH3:1][C:2]1[O:3][C:4]2[C:14]([N:15]=1)=[CH:13][C:7]1[CH2:8][CH2:9][N:10]([CH2:18][CH2:19][CH2:20][CH2:21][S:22][C:23]3[N:24]([CH3:39])[C:25]([C:28]4[CH:37]=[CH:36][CH:35]=[C:34]5[C:29]=4[CH:30]=[CH:31][C:32]([CH3:38])=[N:33]5)=[N:26][N:27]=3)[CH2:11][CH2:12][C:6]=1[C:5]=2[CH3:16], predict the reactants needed to synthesize it. The reactants are: [CH3:1][C:2]1[O:3][C:4]2[C:14]([N:15]=1)=[CH:13][C:7]1[CH2:8][CH2:9][NH:10][CH2:11][CH2:12][C:6]=1[C:5]=2[CH3:16].[Cl:17][CH2:18][CH2:19][CH2:20][CH2:21][S:22][C:23]1[N:24]([CH3:39])[C:25]([C:28]2[CH:37]=[CH:36][CH:35]=[C:34]3[C:29]=2[CH:30]=[CH:31][C:32]([CH3:38])=[N:33]3)=[N:26][N:27]=1.